Dataset: NCI-60 drug combinations with 297,098 pairs across 59 cell lines. Task: Regression. Given two drug SMILES strings and cell line genomic features, predict the synergy score measuring deviation from expected non-interaction effect. (1) Synergy scores: CSS=15.9, Synergy_ZIP=8.26, Synergy_Bliss=12.1, Synergy_Loewe=12.9, Synergy_HSA=12.5. Drug 2: CC1C(C(CC(O1)OC2CC(OC(C2O)C)OC3=CC4=CC5=C(C(=O)C(C(C5)C(C(=O)C(C(C)O)O)OC)OC6CC(C(C(O6)C)O)OC7CC(C(C(O7)C)O)OC8CC(C(C(O8)C)O)(C)O)C(=C4C(=C3C)O)O)O)O. Drug 1: CN1CCC(CC1)COC2=C(C=C3C(=C2)N=CN=C3NC4=C(C=C(C=C4)Br)F)OC. Cell line: UACC62. (2) Drug 1: CC1=C(N=C(N=C1N)C(CC(=O)N)NCC(C(=O)N)N)C(=O)NC(C(C2=CN=CN2)OC3C(C(C(C(O3)CO)O)O)OC4C(C(C(C(O4)CO)O)OC(=O)N)O)C(=O)NC(C)C(C(C)C(=O)NC(C(C)O)C(=O)NCCC5=NC(=CS5)C6=NC(=CS6)C(=O)NCCC[S+](C)C)O. Drug 2: C1CC(=O)NC(=O)C1N2C(=O)C3=CC=CC=C3C2=O. Cell line: NCI-H322M. Synergy scores: CSS=-4.66, Synergy_ZIP=2.06, Synergy_Bliss=-0.531, Synergy_Loewe=-3.52, Synergy_HSA=-4.42. (3) Drug 1: CC(C)(C#N)C1=CC(=CC(=C1)CN2C=NC=N2)C(C)(C)C#N. Drug 2: CCCCCOC(=O)NC1=NC(=O)N(C=C1F)C2C(C(C(O2)C)O)O. Cell line: HCC-2998. Synergy scores: CSS=-5.05, Synergy_ZIP=0.711, Synergy_Bliss=3.27, Synergy_Loewe=-4.79, Synergy_HSA=-4.25.